Dataset: Reaction yield outcomes from USPTO patents with 853,638 reactions. Task: Predict the reaction yield, written as a fraction of the theoretical maximum amount of product (1.0 means a 100% yield; for example, 0.34 means a 34% yield). (1) The reactants are [Br:1][C:2]1[CH:8]=[C:7]([Cl:9])[CH:6]=[CH:5][C:3]=1[NH2:4].[C:10](OC(=O)C)(=[O:12])[CH3:11]. The catalyst is CN(C1C=CN=CC=1)C.C(Cl)Cl. The product is [Br:1][C:2]1[CH:8]=[C:7]([Cl:9])[CH:6]=[CH:5][C:3]=1[NH:4][C:10](=[O:12])[CH3:11]. The yield is 0.860. (2) The reactants are [NH2:1][C:2]1[C:11]2[C:6](=[CH:7][C:8]([F:21])=[C:9]([O:12][C:13]3[C:18]([CH3:19])=[CH:17][CH:16]=[CH:15][C:14]=3[CH3:20])[CH:10]=2)[N:5]=[C:4]([N:22]2[CH:26]=[C:25]([C:27]([O:29]CC)=[O:28])[CH:24]=[N:23]2)[N:3]=1.[Li+].[OH-].Cl. The catalyst is C1COCC1. The product is [NH2:1][C:2]1[C:11]2[C:6](=[CH:7][C:8]([F:21])=[C:9]([O:12][C:13]3[C:14]([CH3:20])=[CH:15][CH:16]=[CH:17][C:18]=3[CH3:19])[CH:10]=2)[N:5]=[C:4]([N:22]2[CH:26]=[C:25]([C:27]([OH:29])=[O:28])[CH:24]=[N:23]2)[N:3]=1. The yield is 0.740.